Dataset: Forward reaction prediction with 1.9M reactions from USPTO patents (1976-2016). Task: Predict the product of the given reaction. (1) Given the reactants [C:1](C1C=CC=CC=1S(Cl)(=O)=O)#N.C1(N)CC1.Cl.[NH2:18][CH2:19][C:20]1[CH:25]=[CH:24][CH:23]=[CH:22][C:21]=1[S:26]([NH:29][CH2:30]C)(=[O:28])=[O:27], predict the reaction product. The product is: [C:19]([C:20]1[CH:25]=[CH:24][CH:23]=[CH:22][C:21]=1[S:26]([N:29]([CH3:30])[CH3:1])(=[O:27])=[O:28])#[N:18]. (2) Given the reactants [CH3:1]CN(CC)CC.[C:8](Cl)(Cl)=[S:9].[NH2:12][C:13]1[CH:14]=[N:15][CH:16]=[CH:17][C:18]=1[O:19][CH:20]1[CH2:23][N:22]([C:24]([O-:26])=[O:25])[CH2:21]1.[CH2:27]1[CH2:31]OC[CH2:28]1, predict the reaction product. The product is: [N:12]([C:13]1[CH:14]=[N:15][CH:16]=[CH:17][C:18]=1[O:19][CH:20]1[CH2:21][N:22]([C:24]([O:26][C:27]([CH3:28])([CH3:31])[CH3:1])=[O:25])[CH2:23]1)=[C:8]=[S:9]. (3) Given the reactants Br[CH2:2][C:3]1[CH:4]=[C:5]([C:13]2[CH:18]=[CH:17][C:16]([C:19]#[N:20])=[CH:15][CH:14]=2)[CH:6]=[C:7]([C:9]([F:12])([F:11])[F:10])[CH:8]=1.[OH:21][CH2:22][C:23]1([C:36]2[CH:41]=[CH:40][N:39]=[CH:38][CH:37]=2)[CH2:28][CH2:27][N:26]([C:29]([O:31][C:32]([CH3:35])([CH3:34])[CH3:33])=[O:30])[CH2:25][CH2:24]1.CC(C)([O-])C.[K+], predict the reaction product. The product is: [C:19]([C:16]1[CH:17]=[CH:18][C:13]([C:5]2[CH:6]=[C:7]([C:9]([F:12])([F:11])[F:10])[CH:8]=[C:3]([CH2:2][O:21][CH2:22][C:23]3([C:36]4[CH:37]=[CH:38][N:39]=[CH:40][CH:41]=4)[CH2:24][CH2:25][N:26]([C:29]([O:31][C:32]([CH3:34])([CH3:35])[CH3:33])=[O:30])[CH2:27][CH2:28]3)[CH:4]=2)=[CH:14][CH:15]=1)#[N:20]. (4) Given the reactants I[C:2]1[N:7]=[N:6][C:5]([N:8]2[CH2:12][C:11]([CH3:14])([CH3:13])[N:10]([CH3:15])[C:9]2=[O:16])=[CH:4][CH:3]=1.[C:17]([C:19]1[CH:24]=[CH:23][CH:22]=[C:21]([CH3:25])[CH:20]=1)#[CH:18].C(N(CC)CC)C.C1(P(C2C=CC=CC=2)C2C=CC=CC=2)C=CC=CC=1, predict the reaction product. The product is: [CH3:15][N:10]1[C:11]([CH3:14])([CH3:13])[CH2:12][N:8]([C:5]2[N:6]=[N:7][C:2]([C:18]#[C:17][C:19]3[CH:20]=[C:21]([CH3:25])[CH:22]=[CH:23][CH:24]=3)=[CH:3][CH:4]=2)[C:9]1=[O:16]. (5) Given the reactants [CH3:1][C:2]1[CH:7]=[C:6]([O:8][CH2:9][C:10]2[CH:15]=[CH:14][CH:13]=[CH:12][N:11]=2)[CH:5]=[CH:4][C:3]=1[CH2:16][OH:17], predict the reaction product. The product is: [CH3:1][C:2]1[CH:7]=[C:6]([O:8][CH2:9][C:10]2[CH:15]=[CH:14][CH:13]=[CH:12][N:11]=2)[CH:5]=[CH:4][C:3]=1[CH:16]=[O:17].